Dataset: NCI-60 drug combinations with 297,098 pairs across 59 cell lines. Task: Regression. Given two drug SMILES strings and cell line genomic features, predict the synergy score measuring deviation from expected non-interaction effect. (1) Drug 1: CN(CCCl)CCCl.Cl. Drug 2: C1=NNC2=C1C(=O)NC=N2. Cell line: MCF7. Synergy scores: CSS=5.21, Synergy_ZIP=-2.68, Synergy_Bliss=0.00383, Synergy_Loewe=-0.549, Synergy_HSA=-0.527. (2) Drug 1: C1C(C(OC1N2C=C(C(=O)NC2=O)F)CO)O. Drug 2: C1CC(C1)(C(=O)O)C(=O)O.[NH2-].[NH2-].[Pt+2]. Cell line: OVCAR-4. Synergy scores: CSS=13.3, Synergy_ZIP=-3.64, Synergy_Bliss=0.444, Synergy_Loewe=0.673, Synergy_HSA=1.78. (3) Drug 1: CC1=C2C(C(=O)C3(C(CC4C(C3C(C(C2(C)C)(CC1OC(=O)C(C(C5=CC=CC=C5)NC(=O)OC(C)(C)C)O)O)OC(=O)C6=CC=CC=C6)(CO4)OC(=O)C)OC)C)OC. Drug 2: C1=C(C(=O)NC(=O)N1)F. Cell line: A498. Synergy scores: CSS=58.6, Synergy_ZIP=-9.46, Synergy_Bliss=-8.82, Synergy_Loewe=3.70, Synergy_HSA=4.24. (4) Drug 1: CCCS(=O)(=O)NC1=C(C(=C(C=C1)F)C(=O)C2=CNC3=C2C=C(C=N3)C4=CC=C(C=C4)Cl)F. Drug 2: CC(CN1CC(=O)NC(=O)C1)N2CC(=O)NC(=O)C2. Cell line: PC-3. Synergy scores: CSS=17.0, Synergy_ZIP=-4.59, Synergy_Bliss=-1.91, Synergy_Loewe=-3.85, Synergy_HSA=-3.18. (5) Drug 2: CC1=C(C(=O)C2=C(C1=O)N3CC4C(C3(C2COC(=O)N)OC)N4)N. Synergy scores: CSS=45.5, Synergy_ZIP=-3.87, Synergy_Bliss=-5.02, Synergy_Loewe=-3.31, Synergy_HSA=0.126. Drug 1: C1C(C(OC1N2C=NC3=C(N=C(N=C32)Cl)N)CO)O. Cell line: K-562. (6) Drug 1: CC1C(C(=O)NC(C(=O)N2CCCC2C(=O)N(CC(=O)N(C(C(=O)O1)C(C)C)C)C)C(C)C)NC(=O)C3=C4C(=C(C=C3)C)OC5=C(C(=O)C(=C(C5=N4)C(=O)NC6C(OC(=O)C(N(C(=O)CN(C(=O)C7CCCN7C(=O)C(NC6=O)C(C)C)C)C)C(C)C)C)N)C. Drug 2: CC1=C(C=C(C=C1)NC(=O)C2=CC=C(C=C2)CN3CCN(CC3)C)NC4=NC=CC(=N4)C5=CN=CC=C5. Cell line: NCI/ADR-RES. Synergy scores: CSS=7.15, Synergy_ZIP=-2.35, Synergy_Bliss=-2.37, Synergy_Loewe=-66.5, Synergy_HSA=-1.60. (7) Drug 1: CC1CCC2CC(C(=CC=CC=CC(CC(C(=O)C(C(C(=CC(C(=O)CC(OC(=O)C3CCCCN3C(=O)C(=O)C1(O2)O)C(C)CC4CCC(C(C4)OC)O)C)C)O)OC)C)C)C)OC. Drug 2: CCC1(CC2CC(C3=C(CCN(C2)C1)C4=CC=CC=C4N3)(C5=C(C=C6C(=C5)C78CCN9C7C(C=CC9)(C(C(C8N6C)(C(=O)OC)O)OC(=O)C)CC)OC)C(=O)OC)O.OS(=O)(=O)O. Cell line: OVCAR-4. Synergy scores: CSS=-0.630, Synergy_ZIP=0.547, Synergy_Bliss=-0.0593, Synergy_Loewe=-0.294, Synergy_HSA=-1.28.